Dataset: Reaction yield outcomes from USPTO patents with 853,638 reactions. Task: Predict the reaction yield, written as a fraction of the theoretical maximum amount of product (1.0 means a 100% yield; for example, 0.34 means a 34% yield). (1) The reactants are [Br:1][C:2]1[CH:3]=[C:4]([CH:7]=O)[S:5][CH:6]=1.Cl.CN.[C:12]([BH3-])#[N:13].[Na+].[OH-].[Na+]. The catalyst is C(#N)C. The product is [Br:1][C:2]1[CH:3]=[C:4]([CH2:7][NH:13][CH3:12])[S:5][CH:6]=1. The yield is 0.790. (2) The reactants are [F:1][C:2]1[C:3]([CH3:26])=[C:4]([C:8]2([C:22]([O:24][CH3:25])=[O:23])[CH2:13][CH:12]=[C:11](OS(C(F)(F)F)(=O)=O)[CH2:10][CH2:9]2)[CH:5]=[CH:6][CH:7]=1.[N:27]1[C:36]2[C:31](=[CH:32][C:33](B(O)O)=[CH:34][CH:35]=2)[N:30]=[CH:29][CH:28]=1.Cl.[F-].[Cs+]. The catalyst is CO.COCCOC. The product is [F:1][C:2]1[C:3]([CH3:26])=[C:4]([C:8]2([C:22]([O:24][CH3:25])=[O:23])[CH2:13][CH:12]=[C:11]([C:34]3[CH:35]=[C:36]4[C:31](=[CH:32][CH:33]=3)[N:30]=[CH:29][CH:28]=[N:27]4)[CH2:10][CH2:9]2)[CH:5]=[CH:6][CH:7]=1. The yield is 0.570. (3) The yield is 0.279. The product is [F:1][CH2:2][C:3]1([S:6]([NH:9][C:10]([C@@:12]23[CH2:14][C@H:13]2[CH:15]=[CH:16][CH2:32][CH2:31][CH:30]([CH3:35])[CH2:29][C@@H:28]([CH3:36])[C@H:27]([NH:37][C:38](=[O:44])[O:39][C:40]([CH3:42])([CH3:43])[CH3:41])[C:26](=[O:45])[N:21]2[CH2:22][C@H:23]([OH:25])[CH2:24][C@H:20]2[C:18](=[O:19])[NH:17]3)=[O:11])(=[O:7])=[O:8])[CH2:4][CH2:5]1. The reactants are [F:1][CH2:2][C:3]1([S:6]([NH:9][C:10]([C@@:12]2([NH:17][C:18]([C@@H:20]3[CH2:24][C@@H:23]([OH:25])[CH2:22][N:21]3[C:26](=[O:45])[C@@H:27]([NH:37][C:38](=[O:44])[O:39][C:40]([CH3:43])([CH3:42])[CH3:41])[C@H:28]([CH3:36])[CH2:29][CH:30]([CH3:35])[CH2:31][CH2:32]C=C)=[O:19])[CH2:14][C@H:13]2[CH:15]=[CH2:16])=[O:11])(=[O:8])=[O:7])[CH2:5][CH2:4]1. The catalyst is ClCCCl.CC1C=C(C)C(N2C(=[Ru](Cl)(Cl)=CC3C=CC=CC=3OC(C)C)N(C3C(C)=CC(C)=CC=3C)CC2)=C(C)C=1. (4) The reactants are [CH3:1][S:2](Cl)(=[O:4])=[O:3].[OH:6][CH2:7][CH2:8][C:9]1[CH:16]=[CH:15][C:12]([C:13]#[N:14])=[CH:11][CH:10]=1.C(N(CC)CC)C.O. The catalyst is C(Cl)Cl. The product is [CH3:1][S:2]([O:6][CH2:7][CH2:8][C:9]1[CH:16]=[CH:15][C:12]([C:13]#[N:14])=[CH:11][CH:10]=1)(=[O:4])=[O:3]. The yield is 1.00. (5) The reactants are [CH:1]1([C:4](Cl)=[O:5])[CH2:3][CH2:2]1.Cl.[NH2:8][CH2:9][C:10]1[CH:15]=[CH:14][C:13]([C:16]([N:18]2[CH2:27][CH2:26][C:25]3[N:24]=[C:23]([CH3:28])[O:22][C:21]=3[C:20]3[CH:29]=[CH:30][CH:31]=[CH:32][C:19]2=3)=[O:17])=[CH:12][C:11]=1[CH3:33].C(N(CC)CC)C. The catalyst is ClCCl. The product is [CH3:33][C:11]1[CH:12]=[C:13]([C:16]([N:18]2[CH2:27][CH2:26][C:25]3[N:24]=[C:23]([CH3:28])[O:22][C:21]=3[C:20]3[CH:29]=[CH:30][CH:31]=[CH:32][C:19]2=3)=[O:17])[CH:14]=[CH:15][C:10]=1[CH2:9][NH:8][C:4]([CH:1]1[CH2:3][CH2:2]1)=[O:5]. The yield is 0.670. (6) The reactants are C(OC(=O)[NH:7][CH:8]([C:10]1[O:11][CH:12]([NH:21][C:22]2[CH:27]=[C:26]([F:28])[CH:25]=[C:24]([F:29])[CH:23]=2)[C:13]2[C:19]([Cl:20])=[CH:18][CH:17]=[CH:16][C:14]=2[N:15]=1)[CH3:9])(C)(C)C. The catalyst is N1CCCCC1.Cl.O1CCOCC1. The product is [NH2:7][CH:8]([C:10]1[N:21]([C:22]2[CH:27]=[C:26]([F:28])[CH:25]=[C:24]([F:29])[CH:23]=2)[C:12](=[O:11])[C:13]2[C:14](=[CH:16][CH:17]=[CH:18][C:19]=2[Cl:20])[N:15]=1)[CH3:9]. The yield is 0.980. (7) The reactants are [Cl:1][C:2]1[N:10]=[C:9]([O:11][CH3:12])[CH:8]=[CH:7][C:3]=1[C:4](Cl)=[O:5].[CH3:13][OH:14]. No catalyst specified. The product is [CH3:13][O:14][C:4](=[O:5])[C:3]1[CH:7]=[CH:8][C:9]([O:11][CH3:12])=[N:10][C:2]=1[Cl:1]. The yield is 0.900.